From a dataset of Full USPTO retrosynthesis dataset with 1.9M reactions from patents (1976-2016). Predict the reactants needed to synthesize the given product. (1) Given the product [Br:17][C:14]1[S:13][C:12]([N:11]2[N:10]=[C:9]([C:18]3[CH:23]=[C:22]([F:24])[CH:21]=[CH:20][C:19]=3[F:25])[S:8][C:7]2([CH2:6][CH2:5][CH2:4][NH2:1])[C:26]2[CH:31]=[CH:30][CH:29]=[CH:28][CH:27]=2)=[N:16][N:15]=1, predict the reactants needed to synthesize it. The reactants are: [N:1]([CH2:4][CH2:5][CH2:6][C:7]1([C:26]2[CH:31]=[CH:30][CH:29]=[CH:28][CH:27]=2)[N:11]([C:12]2[S:13][C:14]([Br:17])=[N:15][N:16]=2)[N:10]=[C:9]([C:18]2[CH:23]=[C:22]([F:24])[CH:21]=[CH:20][C:19]=2[F:25])[S:8]1)=[N+]=[N-].O.C1(P(C2C=CC=CC=2)C2C=CC=CC=2)C=CC=CC=1. (2) Given the product [Cl:1][C:2]1[N:3]=[C:4]([N:14]2[CH2:19][CH2:18][O:17][CH2:16][CH2:15]2)[C:5]2[S:10][C:9]([CH2:11][N:12]([CH3:13])[CH2:27][CH:24]3[CH2:23][CH2:22][N:21]([CH3:20])[CH2:26][CH2:25]3)=[CH:8][C:6]=2[N:7]=1, predict the reactants needed to synthesize it. The reactants are: [Cl:1][C:2]1[N:3]=[C:4]([N:14]2[CH2:19][CH2:18][O:17][CH2:16][CH2:15]2)[C:5]2[S:10][C:9]([CH2:11][NH:12][CH3:13])=[CH:8][C:6]=2[N:7]=1.[CH3:20][N:21]1[CH2:26][CH2:25][CH:24]([CH:27]=O)[CH2:23][CH2:22]1.